From a dataset of Forward reaction prediction with 1.9M reactions from USPTO patents (1976-2016). Predict the product of the given reaction. (1) The product is: [F:39][C:31]1[CH:32]=[CH:33][CH:34]=[C:35]2[C:30]=1[N:29]=[C:28]([C:26]([OH:27])=[O:25])[CH:37]=[C:36]2[OH:38]. Given the reactants COC(C1C=C(O)C2C(=C(OCC3C=CC=CC=3)C=CC=2)N=1)=O.C[O:25][C:26]([C:28]1[CH:37]=[C:36]([OH:38])[C:35]2[C:30](=[C:31]([F:39])[CH:32]=[CH:33][CH:34]=2)[N:29]=1)=[O:27], predict the reaction product. (2) Given the reactants [CH2:1]([N:3]1[CH:7]=[C:6]([C:8]2[CH:13]=[CH:12][N:11]=[C:10]3[NH:14][CH:15]=[CH:16][C:9]=23)[C:5]([C:17]2[CH:23]=[CH:22][C:20]([NH2:21])=[CH:19][CH:18]=2)=[N:4]1)[CH3:2].C(N(CC)CC)C.Cl[C:32](OC1C=CC([N+]([O-])=O)=CC=1)=[O:33].[C:44]1([C:51]2[CH:56]=[CH:55][CH:54]=[CH:53][CH:52]=2)[CH:49]=[CH:48][CH:47]=[C:46]([NH2:50])[CH:45]=1, predict the reaction product. The product is: [C:44]1([C:51]2[CH:52]=[CH:53][CH:54]=[CH:55][CH:56]=2)[CH:49]=[CH:48][CH:47]=[C:46]([NH:50][C:32]([NH:21][C:20]2[CH:22]=[CH:23][C:17]([C:5]3[C:6]([C:8]4[CH:13]=[CH:12][N:11]=[C:10]5[NH:14][CH:15]=[CH:16][C:9]=45)=[CH:7][N:3]([CH2:1][CH3:2])[N:4]=3)=[CH:18][CH:19]=2)=[O:33])[CH:45]=1. (3) Given the reactants [CH3:1][O:2][C:3]1[CH:4]=[C:5]([NH2:26])[CH:6]=[CH:7][C:8]=1[C:9]1[O:10][C:11]([C:14]2[C:15]([C:20]3[CH:25]=[CH:24][CH:23]=[CH:22][CH:21]=3)=[N:16][O:17][C:18]=2[CH3:19])=[N:12][N:13]=1.C(N(CC)C(C)C)(C)C.[CH3:36][S:37](Cl)(=[O:39])=[O:38], predict the reaction product. The product is: [CH3:1][O:2][C:3]1[CH:4]=[C:5]([N:26]([S:37]([CH3:36])(=[O:39])=[O:38])[S:37]([CH3:36])(=[O:39])=[O:38])[CH:6]=[CH:7][C:8]=1[C:9]1[O:10][C:11]([C:14]2[C:15]([C:20]3[CH:21]=[CH:22][CH:23]=[CH:24][CH:25]=3)=[N:16][O:17][C:18]=2[CH3:19])=[N:12][N:13]=1. (4) Given the reactants Br[C:2]1[CH:3]=[C:4]([CH:9]=[CH:10][C:11]=1[CH2:12][NH:13][C@@H:14]([CH:17]([CH3:19])[CH3:18])[CH2:15][OH:16])[C:5]([O:7][CH3:8])=[O:6].C([O-])([O-])=O.[K+].[K+], predict the reaction product. The product is: [CH:17]([C@@H:14]1[NH:13][CH2:12][C:11]2[CH:10]=[CH:9][C:4]([C:5]([O:7][CH3:8])=[O:6])=[CH:3][C:2]=2[O:16][CH2:15]1)([CH3:19])[CH3:18]. (5) Given the reactants Cl[CH2:2][C:3]1[S:7][C:6]([C:8]2[CH:13]=[CH:12][C:11]([C:14]([F:17])([F:16])[F:15])=[CH:10][CH:9]=2)=[N:5][C:4]=1[CH2:18][CH2:19][CH3:20].O[C:22]1[CH:23]=[C:24]2[C:28](=[CH:29][CH:30]=1)[NH:27][CH:26]=[CH:25]2.C([O-])([O-])=[O:32].[Cs+].[Cs+], predict the reaction product. The product is: [CH2:18]([C:4]1[N:5]=[C:6]([C:8]2[CH:13]=[CH:12][C:11]([C:14]([F:17])([F:16])[F:15])=[CH:10][CH:9]=2)[S:7][C:3]=1[CH2:2][O:32][C:23]1[CH:22]=[CH:30][CH:29]=[C:28]2[C:24]=1[CH:25]=[CH:26][NH:27]2)[CH2:19][CH3:20]. (6) Given the reactants [Br:1][C:2]1[CH:3]=[C:4]([CH:8]([C:10]2[CH:14]=[C:13]([CH2:15][O:16][Si](C(C)(C)C)(C)C)[S:12][CH:11]=2)[OH:9])[CH:5]=[CH:6][CH:7]=1.N1C=CN=C1.[CH3:29][CH:30]([Si:32](Cl)([CH:36]([CH3:38])[CH3:37])[CH:33]([CH3:35])[CH3:34])[CH3:31], predict the reaction product. The product is: [Br:1][C:2]1[CH:3]=[C:4]([CH:8]([O:9][Si:32]([CH:36]([CH3:38])[CH3:37])([CH:33]([CH3:35])[CH3:34])[CH:30]([CH3:31])[CH3:29])[C:10]2[CH:14]=[C:13]([CH2:15][OH:16])[S:12][CH:11]=2)[CH:5]=[CH:6][CH:7]=1. (7) Given the reactants [NH2:1][CH:2]([CH2:8][C:9]1[CH:14]=[C:13]([C:15]([F:18])([F:17])[F:16])[C:12]([NH2:19])=[C:11]([Cl:20])[CH:10]=1)[C:3]([O:5][CH2:6][CH3:7])=[O:4].C(N(CC)CC)C.[NH:28]1[CH2:33][CH2:32][CH:31]([N:34]2[CH2:40][CH2:39][C:38]3[CH:41]=[CH:42][CH:43]=[CH:44][C:37]=3[NH:36][C:35]2=[O:45])[CH2:30][CH2:29]1.CN([CH:49]=[O:50])C, predict the reaction product. The product is: [NH2:19][C:12]1[C:13]([C:15]([F:17])([F:18])[F:16])=[CH:14][C:9]([CH2:8][CH:2]([NH:1][C:49]([N:28]2[CH2:29][CH2:30][CH:31]([N:34]3[CH2:40][CH2:39][C:38]4[CH:41]=[CH:42][CH:43]=[CH:44][C:37]=4[NH:36][C:35]3=[O:45])[CH2:32][CH2:33]2)=[O:50])[C:3]([O:5][CH2:6][CH3:7])=[O:4])=[CH:10][C:11]=1[Cl:20]. (8) Given the reactants [CH3:1][S:2]([Cl:5])(=[O:4])=[O:3].[ClH:6].Cl.Cl.[CH:9]([C@H:22]1[N:27]2[CH2:28][CH2:29][NH:30][CH2:31][C@H:26]2[CH2:25][N:24]([CH2:32][C:33]2[CH:38]=[C:37]([N:39]3[C:43]([C:44]([F:47])([F:46])[F:45])=[N:42][N:41]=[N:40]3)[CH:36]=[CH:35][C:34]=2[O:48][CH3:49])[CH2:23]1)([C:16]1[CH:21]=[CH:20][CH:19]=[CH:18][CH:17]=1)[C:10]1[CH:15]=[CH:14][CH:13]=[CH:12][CH:11]=1.C(N(CC)C(C)C)(C)C, predict the reaction product. The product is: [ClH:5].[ClH:6].[CH:9]([C@H:22]1[N:27]2[CH2:28][CH2:29][N:30]([S:2]([CH3:1])(=[O:4])=[O:3])[CH2:31][C@H:26]2[CH2:25][N:24]([CH2:32][C:33]2[CH:38]=[C:37]([N:39]3[C:43]([C:44]([F:47])([F:46])[F:45])=[N:42][N:41]=[N:40]3)[CH:36]=[CH:35][C:34]=2[O:48][CH3:49])[CH2:23]1)([C:10]1[CH:11]=[CH:12][CH:13]=[CH:14][CH:15]=1)[C:16]1[CH:21]=[CH:20][CH:19]=[CH:18][CH:17]=1. (9) Given the reactants [O:1]([CH2:8][C:9]([NH:11][C:12]1[NH:13][C:14](=[O:36])[C:15]2[N:16]=[CH:17][N:18]([C:34]=2[N:35]=1)[C@@H:19]1[O:33][C@H:30]([CH2:31][OH:32])[C@@H:28]([OH:29])[C@H:20]1[O:21][CH2:22][O:23][CH2:24][CH2:25][C:26]#[N:27])=[O:10])[C:2]1[CH:7]=[CH:6][CH:5]=[CH:4][CH:3]=1.N1C=CC=CC=1.[CH3:43][O:44][C:45]1[CH:66]=[CH:65][C:48]([C:49](Cl)([C:58]2[CH:63]=[CH:62][CH:61]=[CH:60][CH:59]=2)[C:50]2[CH:55]=[CH:54][C:53]([O:56][CH3:57])=[CH:52][CH:51]=2)=[CH:47][CH:46]=1, predict the reaction product. The product is: [O:1]([CH2:8][C:9]([NH:11][C:12]1[NH:13][C:14](=[O:36])[C:15]2[N:16]=[CH:17][N:18]([C:34]=2[N:35]=1)[C@@H:19]1[O:33][C@H:30]([CH2:31][O:32][C:49]([C:58]2[CH:63]=[CH:62][CH:61]=[CH:60][CH:59]=2)([C:50]2[CH:55]=[CH:54][C:53]([O:56][CH3:57])=[CH:52][CH:51]=2)[C:48]2[CH:47]=[CH:46][C:45]([O:44][CH3:43])=[CH:66][CH:65]=2)[C@@H:28]([OH:29])[C@H:20]1[O:21][CH2:22][O:23][CH2:24][CH2:25][C:26]#[N:27])=[O:10])[C:2]1[CH:7]=[CH:6][CH:5]=[CH:4][CH:3]=1. (10) Given the reactants [B-]C#N.[Na+].C(O)(=O)C.[F:9][C:10]1[CH:15]=[C:14]([O:16][CH3:17])[C:13]([O:18][CH3:19])=[CH:12][C:11]=1[C:20](=[N:36][C:37]1[CH:42]=[CH:41][C:40]([C:43]2[N:47]=[C:46]([CH3:48])[O:45][N:44]=2)=[CH:39][CH:38]=1)[C:21]1[NH:25][C:24](=[O:26])[N:23]([C:27]2[CH:35]=[CH:34][CH:33]=[CH:32][C:28]=2[C:29]([OH:31])=[O:30])[N:22]=1.Cl, predict the reaction product. The product is: [F:9][C:10]1[CH:15]=[C:14]([O:16][CH3:17])[C:13]([O:18][CH3:19])=[CH:12][C:11]=1[CH:20]([NH:36][C:37]1[CH:42]=[CH:41][C:40]([C:43]2[N:47]=[C:46]([CH3:48])[O:45][N:44]=2)=[CH:39][CH:38]=1)[C:21]1[NH:25][C:24](=[O:26])[N:23]([C:27]2[CH:35]=[CH:34][CH:33]=[CH:32][C:28]=2[C:29]([OH:31])=[O:30])[N:22]=1.